Regression. Given two drug SMILES strings and cell line genomic features, predict the synergy score measuring deviation from expected non-interaction effect. From a dataset of NCI-60 drug combinations with 297,098 pairs across 59 cell lines. (1) Drug 1: C1CN1C2=NC(=NC(=N2)N3CC3)N4CC4. Drug 2: C1=CC(=C2C(=C1NCCNCCO)C(=O)C3=C(C=CC(=C3C2=O)O)O)NCCNCCO. Cell line: NCI-H226. Synergy scores: CSS=52.2, Synergy_ZIP=-1.13, Synergy_Bliss=1.15, Synergy_Loewe=0.116, Synergy_HSA=5.68. (2) Drug 2: C(=O)(N)NO. Drug 1: CC12CCC3C(C1CCC2=O)CC(=C)C4=CC(=O)C=CC34C. Synergy scores: CSS=46.4, Synergy_ZIP=-1.70, Synergy_Bliss=-1.49, Synergy_Loewe=-2.42, Synergy_HSA=-2.60. Cell line: SF-268.